From a dataset of Forward reaction prediction with 1.9M reactions from USPTO patents (1976-2016). Predict the product of the given reaction. (1) Given the reactants C[O:2][C:3](=[O:41])[C:4]1[CH:9]=[C:8]([O:10][C:11]2[CH:16]=[CH:15][C:14]([NH:17][S:18]([C:21]3[CH:26]=[CH:25][C:24]([CH3:27])=[CH:23][CH:22]=3)(=[O:20])=[O:19])=[C:13]([NH:28][CH3:29])[CH:12]=2)[CH:7]=[CH:6][C:5]=1[NH:30][S:31]([C:34]1[CH:39]=[CH:38][C:37]([CH3:40])=[CH:36][CH:35]=1)(=[O:33])=[O:32], predict the reaction product. The product is: [CH3:29][NH:28][C:13]1[CH:12]=[C:11]([CH:16]=[CH:15][C:14]=1[NH:17][S:18]([C:21]1[CH:22]=[CH:23][C:24]([CH3:27])=[CH:25][CH:26]=1)(=[O:20])=[O:19])[O:10][C:8]1[CH:7]=[CH:6][C:5]([NH:30][S:31]([C:34]2[CH:35]=[CH:36][C:37]([CH3:40])=[CH:38][CH:39]=2)(=[O:33])=[O:32])=[C:4]([CH:9]=1)[C:3]([OH:41])=[O:2]. (2) Given the reactants [C:1]1(=[O:8])[CH:6]=[CH:5][C:4](=[O:7])[CH:3]=[CH:2]1.[CH:9]1[CH2:14][CH2:13][CH:12]=[CH:11][CH:10]=1, predict the reaction product. The product is: [CH:11]12[CH2:12][CH2:13][CH:14]([CH:9]=[CH:10]1)[CH:5]1[CH:6]2[C:1](=[O:8])[CH:2]=[CH:3][C:4]1=[O:7].